From a dataset of Full USPTO retrosynthesis dataset with 1.9M reactions from patents (1976-2016). Predict the reactants needed to synthesize the given product. The reactants are: Cl[C:2]1[N:7]=[CH:6][C:5]([C:8]([C:10]2[CH:26]=[CH:25][C:24]([O:27][CH3:28])=[CH:23][C:11]=2[O:12][C:13]([CH3:22])([CH3:21])[C:14]([O:16][C:17]([CH3:20])([CH3:19])[CH3:18])=[O:15])=[O:9])=[CH:4][CH:3]=1.[CH2:29]([OH:36])[C:30]1[CH:35]=[CH:34][CH:33]=[CH:32][CH:31]=1.[H-].[Na+].[Cl-].[NH4+]. Given the product [CH2:29]([O:36][C:2]1[N:7]=[CH:6][C:5]([C:8]([C:10]2[CH:26]=[CH:25][C:24]([O:27][CH3:28])=[CH:23][C:11]=2[O:12][C:13]([CH3:22])([CH3:21])[C:14]([O:16][C:17]([CH3:20])([CH3:19])[CH3:18])=[O:15])=[O:9])=[CH:4][CH:3]=1)[C:30]1[CH:35]=[CH:34][CH:33]=[CH:32][CH:31]=1, predict the reactants needed to synthesize it.